Dataset: TCR-epitope binding with 47,182 pairs between 192 epitopes and 23,139 TCRs. Task: Binary Classification. Given a T-cell receptor sequence (or CDR3 region) and an epitope sequence, predict whether binding occurs between them. (1) The epitope is ATDALMTGY. The TCR CDR3 sequence is CASSERTGMVAPLHF. Result: 0 (the TCR does not bind to the epitope). (2) The epitope is LLMPILTLT. The TCR CDR3 sequence is CASSLGMFLYQETQYF. Result: 0 (the TCR does not bind to the epitope).